From a dataset of Full USPTO retrosynthesis dataset with 1.9M reactions from patents (1976-2016). Predict the reactants needed to synthesize the given product. (1) Given the product [Cl:1][C:2]1[CH:3]=[C:4]([C:8]2[C:17]3[C:12](=[CH:13][CH:14]=[C:15]([CH:18]([C:21]4[CH:26]=[CH:25][C:24]([I:27])=[CH:23][CH:22]=4)[C:19]#[N:20])[CH:16]=3)[N:11]3[N:36]=[N:29][N:28]=[C:10]3[N:9]=2)[CH:5]=[CH:6][CH:7]=1, predict the reactants needed to synthesize it. The reactants are: [Cl:1][C:2]1[CH:3]=[C:4]([C:8]2[C:17]3[C:12](=[CH:13][CH:14]=[C:15]([CH:18]([C:21]4[CH:26]=[CH:25][C:24]([I:27])=[CH:23][CH:22]=4)[C:19]#[N:20])[CH:16]=3)[N:11]=[C:10]([NH:28][NH2:29])[N:9]=2)[CH:5]=[CH:6][CH:7]=1.Cl.C1COCC1.[N:36]([O-])=O.[Na+]. (2) Given the product [O:3]1[C:8]2=[CH:9][CH:10]=[CH:11][C:7]2=[CH:6][C:5]([CH:12]2[CH2:17][CH2:16][CH2:15][CH2:14][N:13]2[CH2:18][CH2:19][C@H:20]2[CH2:21][CH2:22][C@H:23]([NH:26][C:37](=[O:38])[C:36]3[CH:35]=[CH:34][C:33]([N:27]4[CH2:32][CH2:31][O:30][CH2:29][CH2:28]4)=[CH:41][CH:40]=3)[CH2:24][CH2:25]2)=[CH:4]1, predict the reactants needed to synthesize it. The reactants are: Cl.Cl.[O:3]1[C:8]2=[CH:9][CH:10]=[CH:11][C:7]2=[CH:6][C:5]([CH:12]2[CH2:17][CH2:16][CH2:15][CH2:14][N:13]2[CH2:18][CH2:19][C@H:20]2[CH2:25][CH2:24][C@H:23]([NH2:26])[CH2:22][CH2:21]2)=[CH:4]1.[N:27]1([C:33]2[CH:41]=[CH:40][C:36]([C:37](O)=[O:38])=[CH:35][CH:34]=2)[CH2:32][CH2:31][O:30][CH2:29][CH2:28]1. (3) The reactants are: [N:1]1([C:7]2[CH:17]=[CH:16][C:10]([C:11]([O:13][CH2:14][CH3:15])=[O:12])=[CH:9][CH:8]=2)[CH2:6][CH2:5][NH:4][CH2:3][CH2:2]1.[F:18][C:19]([F:44])([F:43])[CH2:20][NH:21][C:22]([C:24]1([CH2:37][CH2:38][CH2:39][CH2:40][CH2:41]Br)[C:36]2[CH:35]=[CH:34][CH:33]=[CH:32][C:31]=2[C:30]2[C:25]1=[CH:26][CH:27]=[CH:28][CH:29]=2)=[O:23]. Given the product [F:18][C:19]([F:43])([F:44])[CH2:20][NH:21][C:22]([C:24]1([CH2:37][CH2:38][CH2:39][CH2:40][CH2:41][N:4]2[CH2:3][CH2:2][N:1]([C:7]3[CH:8]=[CH:9][C:10]([C:11]([O:13][CH2:14][CH3:15])=[O:12])=[CH:16][CH:17]=3)[CH2:6][CH2:5]2)[C:36]2[CH:35]=[CH:34][CH:33]=[CH:32][C:31]=2[C:30]2[C:25]1=[CH:26][CH:27]=[CH:28][CH:29]=2)=[O:23], predict the reactants needed to synthesize it. (4) Given the product [OH:10][CH2:11][C@@H:12]1[C@@H:5]2[C@@H:6]([C@H:4]2[CH2:3][O:2][CH3:1])[C:7](=[O:21])[NH:8]1, predict the reactants needed to synthesize it. The reactants are: [CH3:1][O:2][CH2:3][C@@H:4]1[C@H:6]2[C:7](=[O:21])[N:8]3[C@@H:12]([C@@H:5]12)[CH2:11][O:10][C@@H]3C1C=CC(OC)=CC=1.C1(C)C=CC(S(O)(=O)=O)=CC=1. (5) Given the product [CH3:11][C:10](=[N:20][NH:19][C:13]1[CH:18]=[CH:17][CH:16]=[CH:15][CH:14]=1)[CH2:9][C:7]1[CH:6]=[CH:5][N:4]=[C:3]([S:2][CH3:1])[N:8]=1, predict the reactants needed to synthesize it. The reactants are: [CH3:1][S:2][C:3]1[N:8]=[C:7]([CH2:9][C:10](=O)[CH3:11])[CH:6]=[CH:5][N:4]=1.[C:13]1([NH:19][NH2:20])[CH:18]=[CH:17][CH:16]=[CH:15][CH:14]=1. (6) Given the product [Cl:17][C:18]1[CH:19]=[CH:20][C:21]([CH2:24][CH2:25][CH2:26][O:27][C:28]2[CH:29]=[C:30]3[C:35](=[CH:36][CH:37]=2)[CH:34]=[C:33]([CH2:38][N:1]2[CH2:4][CH:3]([C:5]([OH:7])=[O:6])[CH2:2]2)[CH2:32][CH2:31]3)=[CH:22][CH:23]=1, predict the reactants needed to synthesize it. The reactants are: [NH:1]1[CH2:4][CH:3]([C:5]([OH:7])=[O:6])[CH2:2]1.[OH-].[Na+].COC(OC)OC.[Cl:17][C:18]1[CH:23]=[CH:22][C:21]([CH2:24][CH2:25][CH2:26][O:27][C:28]2[CH:29]=[C:30]3[C:35](=[CH:36][CH:37]=2)[CH:34]=[C:33]([CH:38]=O)[CH2:32][CH2:31]3)=[CH:20][CH:19]=1.[BH4-].[Na+].Cl.C(OCC)(=O)C. (7) Given the product [I-:46].[CH3:37][N+:34]1([CH2:45][O:44][C:38](=[O:43])[C:39]([CH3:42])([CH3:41])[CH3:40])[CH2:33][CH2:32][N:31]([CH2:30][C:27]2[CH:28]=[CH:29][C:24]([C:22](=[O:23])[NH:21][C:5]3[CH:4]=[CH:3][C:2]([CH3:1])=[C:7]([NH:8][C:9]4[N:14]=[C:13]([C:15]5[CH:20]=[N:19][CH:18]=[CH:17][CH:16]=5)[CH:12]=[CH:11][N:10]=4)[CH:6]=3)=[CH:25][CH:26]=2)[CH2:36][CH2:35]1, predict the reactants needed to synthesize it. The reactants are: [CH3:1][C:2]1[CH:3]=[CH:4][C:5]([NH:21][C:22]([C:24]2[CH:25]=[CH:26][C:27]([CH2:30][N:31]3[CH2:36][CH2:35][N:34]([CH3:37])[CH2:33][CH2:32]3)=[CH:28][CH:29]=2)=[O:23])=[CH:6][C:7]=1[NH:8][C:9]1[N:10]=[CH:11][CH:12]=[C:13]([C:15]2[CH:16]=[CH:17][CH:18]=[N:19][CH:20]=2)[N:14]=1.[C:38]([O:44][CH2:45][I:46])(=[O:43])[C:39]([CH3:42])([CH3:41])[CH3:40]. (8) Given the product [ClH:28].[ClH:28].[CH3:27][N:25]1[CH:26]=[C:22]([C:18]2[CH:17]=[C:16]([C:3]3([CH2:2][NH2:1])[CH2:8][CH2:7][NH:6][CH2:5][CH2:4]3)[CH:21]=[CH:20][CH:19]=2)[CH:23]=[N:24]1, predict the reactants needed to synthesize it. The reactants are: [NH2:1][CH2:2][C:3]1([C:16]2[CH:21]=[CH:20][CH:19]=[C:18]([C:22]3[CH:23]=[N:24][N:25]([CH3:27])[CH:26]=3)[CH:17]=2)[CH2:8][CH2:7][N:6](C(OC(C)(C)C)=O)[CH2:5][CH2:4]1.[ClH:28]. (9) Given the product [ClH:12].[Cl:12][C:11]1[CH:7]=[C:3]([C:4]([NH2:6])=[O:5])[C:1](=[NH:2])[N:26]([CH:24]([C:19]2[CH:20]=[C:21]([F:23])[CH:22]=[C:17]([F:16])[CH:18]=2)[CH3:25])[CH:10]=1, predict the reactants needed to synthesize it. The reactants are: [C:1]([CH:3]([CH:7]1[C:11]([Cl:12])=[C:10](Cl)C(=O)O1)[C:4]([NH2:6])=[O:5])#[N:2].Cl.[F:16][C:17]1[CH:18]=[C:19]([CH:24]([NH2:26])[CH3:25])[CH:20]=[C:21]([F:23])[CH:22]=1.